Dataset: Forward reaction prediction with 1.9M reactions from USPTO patents (1976-2016). Task: Predict the product of the given reaction. Given the reactants [CH2:1]([O:3][C:4]([C:6]1[C:7]([CH3:18])=[C:8]2[C:13](Cl)=[C:12]([C:15]#[N:16])[CH:11]=[N:10][N:9]2[CH:17]=1)=[O:5])[CH3:2].[NH2:19][C:20]1[CH:42]=[CH:41][C:23]([O:24][C:25]2[CH:40]=[CH:39][CH:38]=[CH:37][C:26]=2[O:27][C:28]([CH3:36])([CH3:35])[C:29]([NH:31][CH2:32][CH2:33][OH:34])=[O:30])=[CH:22][CH:21]=1.COC(C1C(C)=C2C(NC3C=CC(OC4C=CC=CC=4OC(C(OC(C)(C)C)=O)(C)C)=CC=3)=C(C#N)C=NN2C=1)=O, predict the reaction product. The product is: [CH2:1]([O:3][C:4]([C:6]1[C:7]([CH3:18])=[C:8]2[C:13]([NH:19][C:20]3[CH:42]=[CH:41][C:23]([O:24][C:25]4[CH:40]=[CH:39][CH:38]=[CH:37][C:26]=4[O:27][C:28]([C:29](=[O:30])[NH:31][CH2:32][CH2:33][OH:34])([CH3:35])[CH3:36])=[CH:22][CH:21]=3)=[C:12]([C:15]#[N:16])[CH:11]=[N:10][N:9]2[CH:17]=1)=[O:5])[CH3:2].